Dataset: Full USPTO retrosynthesis dataset with 1.9M reactions from patents (1976-2016). Task: Predict the reactants needed to synthesize the given product. (1) The reactants are: [Br:1][C:2]1[CH:3]=[C:4]([N:9]2[CH2:14][CH2:13][O:12][CH2:11][CH2:10]2)[C:5](F)=[N:6][CH:7]=1.[CH3:15][O-:16].[Na+]. Given the product [Br:1][C:2]1[CH:3]=[C:4]([N:9]2[CH2:14][CH2:13][O:12][CH2:11][CH2:10]2)[C:5]([O:16][CH3:15])=[N:6][CH:7]=1, predict the reactants needed to synthesize it. (2) Given the product [ClH:3].[Cl:3][CH2:6][CH2:7][S:8][C:9]1[CH:14]=[CH:13][N:12]=[CH:11][CH:10]=1, predict the reactants needed to synthesize it. The reactants are: S(Cl)([Cl:3])=O.O[CH2:6][CH2:7][S:8][C:9]1[CH:14]=[CH:13][N:12]=[CH:11][CH:10]=1. (3) Given the product [NH2:16][C@H:12]([C:10]1[NH:9][C:8]2[CH:24]=[CH:25][C:5]([C:1]([CH3:2])([CH3:4])[CH3:3])=[CH:6][C:7]=2[N:11]=1)[C@H:13]([OH:15])[CH3:14], predict the reactants needed to synthesize it. The reactants are: [C:1]([C:5]1[CH:25]=[CH:24][C:8]2[NH:9][C:10]([C@@H:12]([NH:16]C(=O)OC(C)(C)C)[C@H:13]([OH:15])[CH3:14])=[N:11][C:7]=2[CH:6]=1)([CH3:4])([CH3:3])[CH3:2].C(O)(C(F)(F)F)=O. (4) Given the product [O:10]([C:17]1[CH:24]=[CH:23][C:20]([C:21]2[NH:25][C:26]3[CH:27]=[C:28]([C:29]([O:31][CH2:32][CH3:33])=[O:30])[CH:34]=[CH:35][C:36]=3[N:37]=2)=[CH:19][CH:18]=1)[C:11]1[CH:16]=[CH:15][CH:14]=[CH:13][CH:12]=1, predict the reactants needed to synthesize it. The reactants are: S(S([O-])=O)([O-])(=O)=O.[Na+].[Na+].[O:10]([C:17]1[CH:24]=[CH:23][C:20]([CH:21]=O)=[CH:19][CH:18]=1)[C:11]1[CH:16]=[CH:15][CH:14]=[CH:13][CH:12]=1.[NH2:25][C:26]1[CH:27]=[C:28]([CH:34]=[CH:35][C:36]=1[NH2:37])[C:29]([O:31][CH2:32][CH3:33])=[O:30]. (5) Given the product [C:1]([O:5][C:6]([N:8]1[CH2:13][CH2:12][CH:11]([N:14]2[C:18]3[CH:19]=[CH:20][CH:21]=[CH:22][C:17]=3[N:16]([CH2:35][C:36]#[N:37])[C:15]2=[O:23])[CH2:10][CH2:9]1)=[O:7])([CH3:4])([CH3:2])[CH3:3], predict the reactants needed to synthesize it. The reactants are: [C:1]([O:5][C:6]([N:8]1[CH2:13][CH2:12][CH:11]([N:14]2[C:18]3[CH:19]=[CH:20][CH:21]=[CH:22][C:17]=3[NH:16][C:15]2=[O:23])[CH2:10][CH2:9]1)=[O:7])([CH3:4])([CH3:3])[CH3:2].C[Si]([N-][Si](C)(C)C)(C)C.[K+].Br[CH2:35][C:36]#[N:37]. (6) The reactants are: [F:1][C:2]1[C:9]([F:10])=[C:8]([O:11][Si](C(C)C)(C(C)C)C(C)C)[CH:7]=[CH:6][C:3]=1[CH:4]=[O:5].[F-].[CH2:23]([N+](CCCC)(CCCC)CCCC)CCC.Cl. Given the product [F:1][C:2]1[C:9]([F:10])=[C:8]([O:11][CH3:23])[CH:7]=[CH:6][C:3]=1[CH:4]=[O:5], predict the reactants needed to synthesize it. (7) Given the product [F:1][C:2]1[CH:9]=[CH:8][CH:7]=[C:4]([CH:5]([OH:6])[CH:11]=[CH2:12])[C:3]=1[OH:10], predict the reactants needed to synthesize it. The reactants are: [F:1][C:2]1[C:3]([OH:10])=[C:4]([CH:7]=[CH:8][CH:9]=1)[CH:5]=[O:6].[CH:11]([Mg]Cl)=[CH2:12].[Cl-].[NH4+].